Regression. Given a peptide amino acid sequence and an MHC pseudo amino acid sequence, predict their binding affinity value. This is MHC class II binding data. From a dataset of Peptide-MHC class II binding affinity with 134,281 pairs from IEDB. (1) The peptide sequence is PEKPDSVTPMILKAQK. The MHC is DRB1_0101 with pseudo-sequence DRB1_0101. The binding affinity (normalized) is 0.349. (2) The peptide sequence is VDIKPKDSDEFIPMK. The MHC is HLA-DQA10301-DQB10302 with pseudo-sequence HLA-DQA10301-DQB10302. The binding affinity (normalized) is 0. (3) The peptide sequence is AGTNYNKTVASLMNA. The MHC is DRB1_0401 with pseudo-sequence DRB1_0401. The binding affinity (normalized) is 0.185. (4) The peptide sequence is YASVEAANASPLQVA. The MHC is DRB1_1001 with pseudo-sequence DRB1_1001. The binding affinity (normalized) is 0.754. (5) The peptide sequence is SPEDEYELLMPHRISS. The MHC is DRB1_0101 with pseudo-sequence DRB1_0101. The binding affinity (normalized) is 0.787.